Dataset: Catalyst prediction with 721,799 reactions and 888 catalyst types from USPTO. Task: Predict which catalyst facilitates the given reaction. (1) Reactant: [N:1]1[CH:6]=[CH:5][CH:4]=[CH:3][C:2]=1[CH2:7][N:8]1[C:16]2[C:11](=[CH:12][CH:13]=[CH:14][CH:15]=2)[C:10]([C:17]([O:19]C)=[O:18])=[N:9]1.[OH-].[Na+]. Product: [N:1]1[CH:6]=[CH:5][CH:4]=[CH:3][C:2]=1[CH2:7][N:8]1[C:16]2[C:11](=[CH:12][CH:13]=[CH:14][CH:15]=2)[C:10]([C:17]([OH:19])=[O:18])=[N:9]1. The catalyst class is: 5. (2) Reactant: [CH3:1][O:2][C:3]1[CH:4]=[C:5]2[C:9](=[CH:10][CH:11]=1)[NH:8][C:7]([CH3:12])=[CH:6]2.[H-].[Na+].Br.BrC[C:18]1[CH:19]=[N:20][CH:21]=[CH:22][CH:23]=1.[CH3:24]N(C)C=O. Product: [CH3:1][O:2][C:3]1[CH:4]=[C:5]2[C:9](=[CH:10][CH:11]=1)[N:8]([CH2:24][C:19]1[CH:18]=[CH:23][CH:22]=[CH:21][N:20]=1)[C:7]([CH3:12])=[CH:6]2. The catalyst class is: 6. (3) Reactant: C([C:3]1[O:7][C:6]([C:8]([NH:10][C:11]2[S:12][C:13]([C:21]([CH:23]3[CH2:28][CH2:27][O:26][CH2:25][CH2:24]3)=[O:22])=[C:14]([C:16]3[O:17][CH:18]=[CH:19][CH:20]=3)[N:15]=2)=[O:9])=[CH:5][CH:4]=1)=O.Cl.[NH2:30][OH:31]. Product: [O:17]1[CH:18]=[CH:19][CH:20]=[C:16]1[C:14]1[N:15]=[C:11]([NH:10][C:8]([CH:6]2[CH:5]=[CH:4][C:3](=[N:30][OH:31])[O:7]2)=[O:9])[S:12][C:13]=1[C:21]([CH:23]1[CH2:24][CH2:25][O:26][CH2:27][CH2:28]1)=[O:22]. The catalyst class is: 8. (4) Reactant: CN1CCOCC1.ClC1N=C(OC)N=C(OC)N=1.[Cl:19][C:20]1[CH:25]=[CH:24][C:23]([C:26]2[C:31]([F:32])=[CH:30][N:29]([CH2:33][CH2:34][C@@:35]([CH3:43])([S:39]([CH3:42])(=[O:41])=[O:40])[C:36](O)=[O:37])[C:28](=[O:44])[CH:27]=2)=[C:22]([F:45])[CH:21]=1.[O:46]1[CH2:51][CH2:50][CH2:49][CH2:48][CH:47]1[O:52][NH2:53]. Product: [Cl:19][C:20]1[CH:25]=[CH:24][C:23]([C:26]2[C:31]([F:32])=[CH:30][N:29]([CH2:33][CH2:34][C@@:35]([CH3:43])([S:39]([CH3:42])(=[O:41])=[O:40])[C:36]([NH:53][O:52][CH:47]3[CH2:48][CH2:49][CH2:50][CH2:51][O:46]3)=[O:37])[C:28](=[O:44])[CH:27]=2)=[C:22]([F:45])[CH:21]=1. The catalyst class is: 504. (5) Reactant: [CH3:1][C:2]1[C:3]([N:11]2[CH:15]=[CH:14][CH:13]=[N:12]2)=[N:4][CH:5]=[C:6]([CH:10]=1)[C:7](O)=[O:8].C(N1C=CN=C1)(N1C=CN=C1)=O.[BH4-].[Na+].Cl.C(=O)(O)[O-].[Na+]. Product: [CH3:1][C:2]1[CH:10]=[C:6]([CH2:7][OH:8])[CH:5]=[N:4][C:3]=1[N:11]1[CH:15]=[CH:14][CH:13]=[N:12]1. The catalyst class is: 20. (6) Reactant: CCN(C(C)C)C(C)C.C1C=CC2N(O)N=NC=2C=1.CCN=C=NCCCN(C)C.Cl.OC(C(F)(F)F)=O.[NH2:39][CH2:40][C:41]([N:43]1[CH2:48][CH2:47][N:46]([C:49](=[O:60])[C:50]2[CH:55]=[CH:54][CH:53]=[CH:52][C:51]=2[C:56]([F:59])([F:58])[F:57])[CH2:45][CH2:44]1)=[O:42].[Li+].[C:62]1([C:68]2[O:72][C:71]([C:73]([O-])=[O:74])=[N:70][N:69]=2)[CH:67]=[CH:66][CH:65]=[CH:64][CH:63]=1. Product: [O:42]=[C:41]([N:43]1[CH2:44][CH2:45][N:46]([C:49](=[O:60])[C:50]2[CH:55]=[CH:54][CH:53]=[CH:52][C:51]=2[C:56]([F:59])([F:57])[F:58])[CH2:47][CH2:48]1)[CH2:40][NH:39][C:73]([C:71]1[O:72][C:68]([C:62]2[CH:63]=[CH:64][CH:65]=[CH:66][CH:67]=2)=[N:69][N:70]=1)=[O:74]. The catalyst class is: 18. (7) Reactant: [CH2:1]([NH:8][C:9]1[N:17]=[C:16]([Cl:18])[CH:15]=[CH:14][C:10]=1[C:11]([NH2:13])=O)[C:2]1[CH:7]=[CH:6][CH:5]=[CH:4][CH:3]=1.N1C=CC=CC=1.O=P(Cl)(Cl)Cl.[OH-].[Na+]. Product: [CH2:1]([NH:8][C:9]1[N:17]=[C:16]([Cl:18])[CH:15]=[CH:14][C:10]=1[C:11]#[N:13])[C:2]1[CH:3]=[CH:4][CH:5]=[CH:6][CH:7]=1. The catalyst class is: 290. (8) Reactant: [Cl:1][C:2]1[CH:3]=[C:4]2[C:9](=[CH:10][CH:11]=1)[N:8]=[C:7]([N:12]1[CH2:18][C:17]3[CH:19]=[CH:20][CH:21]=[CH:22][C:16]=3[S:15](=[O:24])(=[O:23])[CH2:14][CH2:13]1)[CH:6]=[C:5]2[NH:25][CH:26]1[CH2:29][N:28](C(OC(C)(C)C)=O)[CH2:27]1.Cl. Product: [NH:28]1[CH2:29][CH:26]([NH:25][C:5]2[C:4]3[C:9](=[CH:10][CH:11]=[C:2]([Cl:1])[CH:3]=3)[N:8]=[C:7]([N:12]3[CH2:18][C:17]4[CH:19]=[CH:20][CH:21]=[CH:22][C:16]=4[S:15](=[O:23])(=[O:24])[CH2:14][CH2:13]3)[CH:6]=2)[CH2:27]1. The catalyst class is: 12. (9) Reactant: C(OC(=O)[N:7]([CH2:12][C:13]1[N:17]([CH3:18])[C:16]([C:19]2[S:27][C:26]3[C:21](=[N:22][CH:23]=[CH:24][C:25]=3[O:28][C:29]3[CH:34]=[CH:33][C:32]([NH:35][C:36](=[O:48])[CH2:37][C:38]([NH:40][C:41]4[CH:46]=[CH:45][CH:44]=[CH:43][C:42]=4[F:47])=[O:39])=[CH:31][C:30]=3[F:49])[CH:20]=2)=[N:15][CH:14]=1)[CH2:8][CH2:9][O:10][CH3:11])(C)(C)C.C(O)(C(F)(F)F)=O. Product: [F:49][C:30]1[CH:31]=[C:32]([NH:35][C:36](=[O:48])[CH2:37][C:38]([NH:40][C:41]2[CH:46]=[CH:45][CH:44]=[CH:43][C:42]=2[F:47])=[O:39])[CH:33]=[CH:34][C:29]=1[O:28][C:25]1[CH:24]=[CH:23][N:22]=[C:21]2[CH:20]=[C:19]([C:16]3[N:17]([CH3:18])[C:13]([CH2:12][NH:7][CH2:8][CH2:9][O:10][CH3:11])=[CH:14][N:15]=3)[S:27][C:26]=12. The catalyst class is: 2. (10) Reactant: Cl.[F:2][C:3]([F:20])([F:19])[O:4][C:5]1[CH:18]=[CH:17][C:8]([C:9]([CH:11]2[CH2:16][CH2:15][NH:14][CH2:13][CH2:12]2)=[O:10])=[CH:7][CH:6]=1.C(N(CC)CC)C.[CH:28]1([C:34](Cl)=[O:35])[CH2:33][CH2:32][CH2:31][CH2:30][CH2:29]1. Product: [CH:28]1([C:34]([N:14]2[CH2:15][CH2:16][CH:11]([C:9](=[O:10])[C:8]3[CH:7]=[CH:6][C:5]([O:4][C:3]([F:19])([F:2])[F:20])=[CH:18][CH:17]=3)[CH2:12][CH2:13]2)=[O:35])[CH2:33][CH2:32][CH2:31][CH2:30][CH2:29]1. The catalyst class is: 2.